Dataset: Forward reaction prediction with 1.9M reactions from USPTO patents (1976-2016). Task: Predict the product of the given reaction. Given the reactants [Cl:1][C:2]1[CH:3]=[CH:4][C:5]2[N:11]3[C:12]([CH3:15])=[N:13][N:14]=[C:10]3[C@@H:9]([CH2:16][CH2:17][OH:18])[S:8][C@H:7]([C:19]3[CH:24]=[CH:23][CH:22]=[C:21]([O:25][CH3:26])[C:20]=3[O:27][CH3:28])[C:6]=2[CH:29]=1.C(N(CC)CC)C.[CH3:37][S:38](Cl)(=[O:40])=[O:39].C(=O)(O)[O-].[Na+], predict the reaction product. The product is: [CH3:37][S:38]([O:18][CH2:17][CH2:16][C@H:9]1[S:8][C@H:7]([C:19]2[CH:24]=[CH:23][CH:22]=[C:21]([O:25][CH3:26])[C:20]=2[O:27][CH3:28])[C:6]2[CH:29]=[C:2]([Cl:1])[CH:3]=[CH:4][C:5]=2[N:11]2[C:12]([CH3:15])=[N:13][N:14]=[C:10]12)(=[O:40])=[O:39].